The task is: Regression. Given two drug SMILES strings and cell line genomic features, predict the synergy score measuring deviation from expected non-interaction effect.. This data is from NCI-60 drug combinations with 297,098 pairs across 59 cell lines. (1) Drug 1: C(=O)(N)NO. Drug 2: CN(CCCl)CCCl.Cl. Cell line: HOP-92. Synergy scores: CSS=19.2, Synergy_ZIP=-2.13, Synergy_Bliss=-0.636, Synergy_Loewe=-22.1, Synergy_HSA=-3.33. (2) Drug 1: C1=CC(=CC=C1C#N)C(C2=CC=C(C=C2)C#N)N3C=NC=N3. Drug 2: CC1CCC2CC(C(=CC=CC=CC(CC(C(=O)C(C(C(=CC(C(=O)CC(OC(=O)C3CCCCN3C(=O)C(=O)C1(O2)O)C(C)CC4CCC(C(C4)OC)O)C)C)O)OC)C)C)C)OC. Cell line: K-562. Synergy scores: CSS=-6.83, Synergy_ZIP=4.13, Synergy_Bliss=2.93, Synergy_Loewe=-6.79, Synergy_HSA=-5.76.